Dataset: Full USPTO retrosynthesis dataset with 1.9M reactions from patents (1976-2016). Task: Predict the reactants needed to synthesize the given product. Given the product [F:31][C:28]1[CH:27]=[CH:26][C:25]([C:20]2([CH2:19][CH2:18][CH2:17][N:2]3[CH2:3][CH2:4][C:5]4[C:10](=[CH:9][CH:8]=[CH:7][CH:6]=4)[CH2:1]3)[O:21][CH2:22][CH2:23][O:24]2)=[CH:30][CH:29]=1, predict the reactants needed to synthesize it. The reactants are: [CH2:1]1[C:10]2[C:5](=[CH:6][CH:7]=[CH:8][CH:9]=2)[CH2:4][CH2:3][NH:2]1.[Li]CCCC.Cl[CH2:17][CH2:18][CH2:19][C:20]1([C:25]2[CH:30]=[CH:29][C:28]([F:31])=[CH:27][CH:26]=2)[O:24][CH2:23][CH2:22][O:21]1.